This data is from Forward reaction prediction with 1.9M reactions from USPTO patents (1976-2016). The task is: Predict the product of the given reaction. (1) Given the reactants [Br:1][C:2]1[CH:3]=[C:4]2[C:8](=[CH:9][CH:10]=1)[NH:7][C:6](=[O:11])[C:5]2=[CH:12][C:13]1[NH:17][C:16]([CH3:18])=[C:15]([C:19]([OH:21])=O)[C:14]=1[CH3:22].[NH2:23][CH2:24][CH:25]([OH:33])[CH2:26][N:27]1[CH2:32][CH2:31][O:30][CH2:29][CH2:28]1, predict the reaction product. The product is: [OH:33][CH:25]([CH2:26][N:27]1[CH2:32][CH2:31][O:30][CH2:29][CH2:28]1)[CH2:24][NH:23][C:19]([C:15]1[C:14]([CH3:22])=[C:13](/[CH:12]=[C:5]2\[C:6](=[O:11])[NH:7][C:8]3[C:4]\2=[CH:3][C:2]([Br:1])=[CH:10][CH:9]=3)[NH:17][C:16]=1[CH3:18])=[O:21]. (2) Given the reactants C([O:3][C:4](=[O:33])[CH2:5][N:6]1[C:14]2[C:9](=[CH:10][C:11]([F:15])=[CH:12][CH:13]=2)[C:8]([CH2:16][C:17]2[CH:22]=[CH:21][CH:20]=[C:19]([S:23]([N:26]3[CH2:31][CH2:30][CH2:29][CH2:28][CH2:27]3)(=[O:25])=[O:24])[CH:18]=2)=[C:7]1[CH3:32])C.C1(S(C2C=CC=CC=2CC2C3C(=CC=C(F)C=3)N(CC(O)=O)C=2C)(=O)=O)CCCCC1, predict the reaction product. The product is: [F:15][C:11]1[CH:10]=[C:9]2[C:14](=[CH:13][CH:12]=1)[N:6]([CH2:5][C:4]([OH:33])=[O:3])[C:7]([CH3:32])=[C:8]2[CH2:16][C:17]1[CH:22]=[CH:21][CH:20]=[C:19]([S:23]([N:26]2[CH2:27][CH2:28][CH2:29][CH2:30][CH2:31]2)(=[O:24])=[O:25])[CH:18]=1. (3) Given the reactants [NH2:1][C:2]1[N:7]=[C:6]([N:8]2[C@H:13]([CH3:14])[CH2:12][CH2:11][C@H:10]([C:15]([NH:17][CH:18]3[CH2:23][CH2:22][CH:21]([CH3:24])[CH2:20][CH2:19]3)=[O:16])[CH2:9]2)[CH:5]=[C:4]([C:25]2[CH:30]=[CH:29][C:28]([C:31]#[N:32])=[C:27](F)[CH:26]=2)[N:3]=1.CCO.CCN(C(C)C)C(C)C.[NH2:46][NH2:47], predict the reaction product. The product is: [NH2:1][C:2]1[N:7]=[C:6]([N:8]2[C@H:13]([CH3:14])[CH2:12][CH2:11][C@H:10]([C:15]([NH:17][CH:18]3[CH2:23][CH2:22][CH:21]([CH3:24])[CH2:20][CH2:19]3)=[O:16])[CH2:9]2)[CH:5]=[C:4]([C:25]2[CH:26]=[C:27]3[C:28]([C:31]([NH2:32])=[N:46][NH:47]3)=[CH:29][CH:30]=2)[N:3]=1. (4) Given the reactants [Br:1][C:2]1[N:7]=[C:6]([CH3:8])[C:5]([OH:9])=[C:4]([CH3:10])[CH:3]=1.IC.[C:13](=O)([O-])[O-].[K+].[K+], predict the reaction product. The product is: [Br:1][C:2]1[N:7]=[C:6]([CH3:8])[C:5]([O:9][CH3:13])=[C:4]([CH3:10])[CH:3]=1. (5) Given the reactants [CH2:1]([O:5][C:6]1[CH:18]=[CH:17][C:16]([O:19][CH2:20][CH:21]([CH3:23])[CH3:22])=[CH:15][C:7]=1[C:8]([O:10]CC(C)C)=[O:9])[CH:2]([CH3:4])[CH3:3].[OH-].[Na+].C(Cl)(Cl)Cl.Cl, predict the reaction product. The product is: [CH2:1]([O:5][C:6]1[CH:18]=[CH:17][C:16]([O:19][CH2:20][CH:21]([CH3:23])[CH3:22])=[CH:15][C:7]=1[C:8]([OH:10])=[O:9])[CH:2]([CH3:4])[CH3:3]. (6) Given the reactants [NH2:1][C:2]1[CH:11]=[CH:10][C:5]([C:6]([O:8]C)=[O:7])=[CH:4][C:3]=1[Cl:12].[OH-].[Na+], predict the reaction product. The product is: [NH2:1][C:2]1[CH:11]=[CH:10][C:5]([C:6]([OH:8])=[O:7])=[CH:4][C:3]=1[Cl:12].